From a dataset of Peptide-MHC class II binding affinity with 134,281 pairs from IEDB. Regression. Given a peptide amino acid sequence and an MHC pseudo amino acid sequence, predict their binding affinity value. This is MHC class II binding data. (1) The peptide sequence is AAASWDALAAELASA. The MHC is HLA-DPA10201-DPB10101 with pseudo-sequence HLA-DPA10201-DPB10101. The binding affinity (normalized) is 0.207. (2) The peptide sequence is ASNPNYLAILVKYVD. The MHC is DRB3_0202 with pseudo-sequence DRB3_0202. The binding affinity (normalized) is 0.435. (3) The peptide sequence is NLARTISEAGQAMAS. The MHC is DRB1_1501 with pseudo-sequence DRB1_1501. The binding affinity (normalized) is 0.117. (4) The peptide sequence is EKKYFAATQNEPLAA. The MHC is HLA-DPA10201-DPB10501 with pseudo-sequence HLA-DPA10201-DPB10501. The binding affinity (normalized) is 0.460.